This data is from Reaction yield outcomes from USPTO patents with 853,638 reactions. The task is: Predict the reaction yield, written as a fraction of the theoretical maximum amount of product (1.0 means a 100% yield; for example, 0.34 means a 34% yield). (1) The reactants are [OH:1][C:2]1[CH:3]=[C:4]([CH2:8][C:9]([O:11][CH3:12])=[O:10])[CH:5]=[CH:6][CH:7]=1.CC1C=CC(S(O[CH2:24][CH2:25][CH2:26][NH:27][C:28]2[C:29](=[O:45])[N:30]([C:41]([CH3:44])([CH3:43])[CH3:42])[S:31](=[O:40])(=[O:39])[C:32]=2[C:33]2[CH:38]=[CH:37][CH:36]=[CH:35][CH:34]=2)(=O)=O)=CC=1. No catalyst specified. The product is [C:41]([N:30]1[C:29](=[O:45])[C:28]([NH:27][CH2:26][CH2:25][CH2:24][O:1][C:2]2[CH:3]=[C:4]([CH2:8][C:9]([O:11][CH3:12])=[O:10])[CH:5]=[CH:6][CH:7]=2)=[C:32]([C:33]2[CH:34]=[CH:35][CH:36]=[CH:37][CH:38]=2)[S:31]1(=[O:39])=[O:40])([CH3:42])([CH3:43])[CH3:44]. The yield is 0.660. (2) The reactants are [F:1][C:2]1([F:25])[CH2:7][CH2:6][CH:5]([CH2:8][C:9]2[N:13]3[CH:14]=[CH:15][C:16]([C:18]([OH:20])=O)=[CH:17][C:12]3=[N:11][C:10]=2[C:21]([F:24])([F:23])[F:22])[CH2:4][CH2:3]1.[NH2:26][C:27]([CH3:32])([CH2:30][OH:31])[CH2:28][OH:29].C(=O)([O-])O.[Na+]. The catalyst is CN(C=O)C. The product is [F:1][C:2]1([F:25])[CH2:7][CH2:6][CH:5]([CH2:8][C:9]2[N:13]3[CH:14]=[CH:15][C:16]([C:18]([NH:26][C:27]([CH3:32])([CH2:30][OH:31])[CH2:28][OH:29])=[O:20])=[CH:17][C:12]3=[N:11][C:10]=2[C:21]([F:22])([F:24])[F:23])[CH2:4][CH2:3]1. The yield is 0.930. (3) The reactants are [F:1][C:2]1[CH:7]=[C:6]([CH2:8]OS(C)(=O)=O)[CH:5]=[C:4]([NH:14][CH2:15][C:16]2[CH:21]=[CH:20][C:19]([O:22][CH3:23])=[CH:18][CH:17]=2)[N:3]=1.[CH:24]([C:27]1[C:32](=[O:33])[NH:31][C:30](=[O:34])[NH:29][C:28]=1[O:35][C:36]1[CH:37]=[C:38]([CH:43]=[CH:44][C:45]#[N:46])[CH:39]=[C:40]([CH3:42])[CH:41]=1)([CH3:26])[CH3:25].C(=O)([O-])[O-].[K+].[K+].[I-].[Li+]. The catalyst is CN(C=O)C. The product is [F:1][C:2]1[CH:7]=[C:6]([CH2:8][N:29]2[C:28]([O:35][C:36]3[CH:37]=[C:38]([CH:43]=[CH:44][C:45]#[N:46])[CH:39]=[C:40]([CH3:42])[CH:41]=3)=[C:27]([CH:24]([CH3:26])[CH3:25])[C:32](=[O:33])[NH:31][C:30]2=[O:34])[CH:5]=[C:4]([NH:14][CH2:15][C:16]2[CH:21]=[CH:20][C:19]([O:22][CH3:23])=[CH:18][CH:17]=2)[N:3]=1. The yield is 0.460. (4) The reactants are N[C:2]1[N:6]([C:7]2[CH:12]=[CH:11][C:10]([OH:13])=[CH:9][C:8]=2[F:14])[N:5]=[C:4]([CH3:15])[C:3]=1[C:16]#[N:17].[I:18]CI.N(OCCC(C)C)=O. The catalyst is CC#N.C(Cl)Cl. The product is [F:14][C:8]1[CH:9]=[C:10]([OH:13])[CH:11]=[CH:12][C:7]=1[N:6]1[C:2]([I:18])=[C:3]([C:16]#[N:17])[C:4]([CH3:15])=[N:5]1. The yield is 0.530. (5) The reactants are [NH:1]1[C:9]2[C:4](=[CH:5][CH:6]=[CH:7][CH:8]=2)[C:3]2([C:13]3=[CH:14][C:15]4[O:19][CH2:18][O:17][C:16]=4[CH:20]=[C:12]3[O:11][CH2:10]2)[C:2]1=[O:21].BrC1C=CC=C2C=1[C:25]1([C:36]3=CC4OCOC=4[CH:43]=[C:35]3[O:34][CH2:33]1)C(=O)N2.ClCC1OC=CC=1.BrCC1OC(C(F)(F)F)=CC=1. No catalyst specified. The product is [O:34]1[CH:33]=[CH:25][CH:36]=[C:35]1[CH2:43][N:1]1[C:9]2[C:4](=[CH:5][CH:6]=[CH:7][CH:8]=2)[C:3]2([C:13]3=[CH:14][C:15]4[O:19][CH2:18][O:17][C:16]=4[CH:20]=[C:12]3[O:11][CH2:10]2)[C:2]1=[O:21]. The yield is 0.400. (6) The reactants are C(OCC)(=O)C.[CH2:7]([O:9][C:10]1[CH:15]=[CH:14][C:13]([C:16]2[C:21]([NH:22][C:23](=[O:42])[CH2:24][CH2:25][N:26]([C:34]3[CH:39]=[CH:38][C:37]([O:40][CH3:41])=[CH:36][CH:35]=3)[C:27](=[O:33])OC(C)(C)C)=[CH:20][CH:19]=[C:18]([O:43][CH3:44])[N:17]=2)=[CH:12][CH:11]=1)[CH3:8].Cl.C(OCC)(=O)C.[Br:52][CH:53](C)[C:54](Cl)=O. The catalyst is O. The product is [Br:52][CH:53]([CH3:54])[C:27]([N:26]([C:34]1[CH:39]=[CH:38][C:37]([O:40][CH3:41])=[CH:36][CH:35]=1)[CH2:25][CH2:24][C:23]([NH:22][C:21]1[C:16]([C:13]2[CH:14]=[CH:15][C:10]([O:9][CH2:7][CH3:8])=[CH:11][CH:12]=2)=[N:17][C:18]([O:43][CH3:44])=[CH:19][CH:20]=1)=[O:42])=[O:33]. The yield is 0.820. (7) The reactants are [Cl:1][C:2]1[CH:7]=[CH:6][CH:5]=[C:4]([N+:8]([O-:10])=[O:9])[C:3]=1Cl.[C:12]([O:16][C:17]([N:19]1[CH2:24][CH2:23][NH:22][CH2:21][CH2:20]1)=[O:18])([CH3:15])([CH3:14])[CH3:13].C([O-])([O-])=O.[K+].[K+]. The catalyst is C(#N)C. The product is [C:12]([O:16][C:17]([N:19]1[CH2:24][CH2:23][N:22]([C:3]2[C:4]([N+:8]([O-:10])=[O:9])=[CH:5][CH:6]=[CH:7][C:2]=2[Cl:1])[CH2:21][CH2:20]1)=[O:18])([CH3:15])([CH3:13])[CH3:14]. The yield is 0.700.